From a dataset of Forward reaction prediction with 1.9M reactions from USPTO patents (1976-2016). Predict the product of the given reaction. Given the reactants [BH4-].[Na+].[C:3]([Si:7]([CH3:38])([CH3:37])[O:8][CH:9]1[CH2:14][CH2:13][CH:12]([O:15][C:16]2[CH:21]=[CH:20][C:19]([Cl:22])=[CH:18][C:17]=2[NH:23][C:24]([C:26]2[CH:27]=[N:28][N:29]3[CH:34]=[C:33]([CH:35]=[O:36])[CH:32]=[N:31][C:30]=23)=[O:25])[CH2:11][CH2:10]1)([CH3:6])([CH3:5])[CH3:4], predict the reaction product. The product is: [C:3]([Si:7]([CH3:38])([CH3:37])[O:8][CH:9]1[CH2:14][CH2:13][CH:12]([O:15][C:16]2[CH:21]=[CH:20][C:19]([Cl:22])=[CH:18][C:17]=2[NH:23][C:24]([C:26]2[CH:27]=[N:28][N:29]3[CH:34]=[C:33]([CH2:35][OH:36])[CH:32]=[N:31][C:30]=23)=[O:25])[CH2:11][CH2:10]1)([CH3:6])([CH3:5])[CH3:4].